Dataset: Forward reaction prediction with 1.9M reactions from USPTO patents (1976-2016). Task: Predict the product of the given reaction. Given the reactants S(Cl)([Cl:3])=O.[C:5]1([CH3:16])[CH:10]=[CH:9][C:8]([CH:11]=[CH:12][C:13](O)=[O:14])=[CH:7][CH:6]=1, predict the reaction product. The product is: [C:5]1([CH3:16])[CH:10]=[CH:9][C:8]([CH:11]=[CH:12][C:13]([Cl:3])=[O:14])=[CH:7][CH:6]=1.